The task is: Predict the reaction yield, written as a fraction of the theoretical maximum amount of product (1.0 means a 100% yield; for example, 0.34 means a 34% yield).. This data is from Reaction yield outcomes from USPTO patents with 853,638 reactions. (1) The reactants are [Br:1][C:2]1[CH:3]=[C:4]([S:12][C:13]2[CH:18]=[CH:17][CH:16]=[CH:15][CH:14]=2)[C:5]([NH:8][C:9]([NH2:11])=[S:10])=[N:6][CH:7]=1.C(N(CC)CC)C.Cl[CH2:27][C:28](=O)[CH3:29].CCO. The catalyst is O. The product is [Br:1][C:2]1[CH:3]=[C:4]([S:12][C:13]2[CH:14]=[CH:15][CH:16]=[CH:17][CH:18]=2)[C:5]([NH:8][C:9]2[S:10][CH:27]=[C:28]([CH3:29])[N:11]=2)=[N:6][CH:7]=1. The yield is 1.00. (2) The reactants are [CH3:1][O:2][C:3]1[CH:28]=[CH:27][C:6]([CH2:7][O:8][C:9]2[C:14]([O:15][CH2:16][C:17]3[CH:22]=[CH:21][C:20]([O:23][CH3:24])=[CH:19][CH:18]=3)=[CH:13][N:12]=[C:11]([CH2:25]O)[CH:10]=2)=[CH:5][CH:4]=1.[C:29]1(=[O:39])[NH:33][C:32](=[O:34])[C:31]2=[CH:35][CH:36]=[CH:37][CH:38]=[C:30]12.C1(P(C2C=CC=CC=2)C2C=CC=CC=2)C=CC=CC=1.N(C(OC(C)C)=O)=NC(OC(C)C)=O. The catalyst is C1COCC1. The product is [CH3:1][O:2][C:3]1[CH:28]=[CH:27][C:6]([CH2:7][O:8][C:9]2[C:14]([O:15][CH2:16][C:17]3[CH:22]=[CH:21][C:20]([O:23][CH3:24])=[CH:19][CH:18]=3)=[CH:13][N:12]=[C:11]([CH2:25][N:33]3[C:29](=[O:39])[C:30]4[C:31](=[CH:35][CH:36]=[CH:37][CH:38]=4)[C:32]3=[O:34])[CH:10]=2)=[CH:5][CH:4]=1. The yield is 0.550. (3) The reactants are [Cl:1][C:2]1[N:7]=[C:6]([NH:8][CH2:9][C@@H:10]2[CH2:15][CH2:14][CH2:13][N:12]([C:16]([O:18][C:19]([CH3:22])([CH3:21])[CH3:20])=[O:17])[CH2:11]2)[C:5](I)=[CH:4][N:3]=1.[Cl:24][C:25]1[CH:30]=[C:29]([CH3:31])[CH:28]=[CH:27][C:26]=1[C:32]#[C:33][Si](C)(C)C.CC(C)([O-])C.[K+]. The catalyst is CN(C=O)C.CCOC(C)=O.C1C=CC([P]([Pd]([P](C2C=CC=CC=2)(C2C=CC=CC=2)C2C=CC=CC=2)([P](C2C=CC=CC=2)(C2C=CC=CC=2)C2C=CC=CC=2)[P](C2C=CC=CC=2)(C2C=CC=CC=2)C2C=CC=CC=2)(C2C=CC=CC=2)C2C=CC=CC=2)=CC=1. The product is [Cl:1][C:2]1[N:3]=[CH:4][C:5]2[CH:33]=[C:32]([C:26]3[CH:27]=[CH:28][C:29]([CH3:31])=[CH:30][C:25]=3[Cl:24])[N:8]([CH2:9][C@@H:10]3[CH2:15][CH2:14][CH2:13][N:12]([C:16]([O:18][C:19]([CH3:22])([CH3:21])[CH3:20])=[O:17])[CH2:11]3)[C:6]=2[N:7]=1. The yield is 0.450. (4) The reactants are Br[C:2]1[CH:3]=[C:4]([C:16]([NH:18][CH2:19][C:20]2[C:21](=[O:28])[NH:22][C:23]([CH3:27])=[CH:24][C:25]=2[CH3:26])=[O:17])[C:5]2[CH:6]=[N:7][N:8]([CH:11]3[CH2:15][CH2:14][CH2:13][CH2:12]3)[C:9]=2[CH:10]=1.CC1(C)C(C)(C)OB([C:37]2[CH:49]=[CH:48][C:40]([CH2:41][N:42]3[CH2:47][CH2:46][O:45][CH2:44][CH2:43]3)=[CH:39][CH:38]=2)O1.C([O-])([O-])=O.[Na+].[Na+]. The catalyst is O1CCOCC1.C1C=CC([P]([Pd]([P](C2C=CC=CC=2)(C2C=CC=CC=2)C2C=CC=CC=2)([P](C2C=CC=CC=2)(C2C=CC=CC=2)C2C=CC=CC=2)[P](C2C=CC=CC=2)(C2C=CC=CC=2)C2C=CC=CC=2)(C2C=CC=CC=2)C2C=CC=CC=2)=CC=1. The product is [CH:11]1([N:8]2[C:9]3[CH:10]=[C:2]([C:37]4[CH:38]=[CH:39][C:40]([CH2:41][N:42]5[CH2:47][CH2:46][O:45][CH2:44][CH2:43]5)=[CH:48][CH:49]=4)[CH:3]=[C:4]([C:16]([NH:18][CH2:19][C:20]4[C:21](=[O:28])[NH:22][C:23]([CH3:27])=[CH:24][C:25]=4[CH3:26])=[O:17])[C:5]=3[CH:6]=[N:7]2)[CH2:15][CH2:14][CH2:13][CH2:12]1. The yield is 0.684. (5) The reactants are [CH2:1]([O:3][C:4]1[NH:5][C:6]([C:9]2[C:10]([CH2:34][CH3:35])=[CH:11][C:12]([CH2:32][CH3:33])=[C:13]([CH:31]=2)[C:14]([N:16]2[CH2:21][CH2:20][CH:19]([C:22]3[CH:30]=[CH:29][C:25]([C:26]([NH2:28])=O)=[CH:24][CH:23]=3)[CH2:18][CH2:17]2)=[O:15])=[N:7]N=1)[CH3:2].[CH2:36](N(CC)CC)C.O(C(C(F)(F)F)=O)C(C(F)(F)F)=O. The catalyst is ClCCl.C(OCC)(=O)C. The product is [CH2:1]([O:3][C:4]1[NH:5][C:6]([C:9]2[C:10]([CH2:34][CH3:35])=[CH:11][C:12]([CH2:32][CH3:33])=[C:13]([CH:31]=2)[C:14]([N:16]2[CH2:21][CH2:20][CH:19]([C:22]3[CH:23]=[CH:24][C:25]([C:26]#[N:28])=[CH:29][CH:30]=3)[CH2:18][CH2:17]2)=[O:15])=[N:7][CH:36]=1)[CH3:2]. The yield is 0.500. (6) The reactants are [CH3:1][N:2]1[CH:6]=[CH:5][N:4]=[C:3]1[CH:7]([NH:9][C:10]([C:12]1[C:20]2[C:15](=[N:16][CH:17]=[C:18]([C:21]3[C:29]4[C:24](=[CH:25][C:26]([Cl:30])=[CH:27][CH:28]=4)[N:23]([CH3:31])[N:22]=3)[N:19]=2)[N:14](COCC[Si](C)(C)C)[CH:13]=1)=[O:11])[CH3:8].C(Cl)Cl.C(N)CN. The catalyst is C(O)(C(F)(F)F)=O. The product is [CH3:1][N:2]1[CH:6]=[CH:5][N:4]=[C:3]1[CH:7]([NH:9][C:10]([C:12]1[C:20]2[C:15](=[N:16][CH:17]=[C:18]([C:21]3[C:29]4[C:24](=[CH:25][C:26]([Cl:30])=[CH:27][CH:28]=4)[N:23]([CH3:31])[N:22]=3)[N:19]=2)[NH:14][CH:13]=1)=[O:11])[CH3:8]. The yield is 0.430. (7) The reactants are Br[C:2]1[CH:3]=[C:4]([CH:18]=[CH:19][C:20]=1[CH2:21][OH:22])[C:5]([NH:7][C:8]1[CH:13]=[CH:12][CH:11]=[C:10]([C:14]([F:17])([F:16])[F:15])[CH:9]=1)=[O:6].CC1(C)C(C)(C)OB([C:31]2[CH:36]=[CH:35][N:34]=[C:33]([N:37]3[CH2:42][CH2:41][O:40][CH2:39][CH2:38]3)[CH:32]=2)O1. No catalyst specified. The product is [OH:22][CH2:21][C:20]1[CH:19]=[CH:18][C:4]([C:5]([NH:7][C:8]2[CH:13]=[CH:12][CH:11]=[C:10]([C:14]([F:17])([F:16])[F:15])[CH:9]=2)=[O:6])=[CH:3][C:2]=1[C:31]1[CH:36]=[CH:35][N:34]=[C:33]([N:37]2[CH2:38][CH2:39][O:40][CH2:41][CH2:42]2)[CH:32]=1. The yield is 0.910.